This data is from Reaction yield outcomes from USPTO patents with 853,638 reactions. The task is: Predict the reaction yield, written as a fraction of the theoretical maximum amount of product (1.0 means a 100% yield; for example, 0.34 means a 34% yield). (1) The reactants are [CH2:1]([P:3]([CH2:6][CH2:7][OH:8])(=[O:5])[OH:4])[CH3:2].[OH-:9].[Na+].C.OO. The catalyst is O.[Pd]. The product is [CH2:1]([P:3]([OH:4])([CH2:6][C:7]([OH:9])=[O:8])=[O:5])[CH3:2]. The yield is 0.920. (2) The reactants are [CH3:1][O:2][C:3](=[O:30])[C:4]1[CH:9]=[CH:8][C:7]([O:10]C=CC)=[C:6]([N:14]([S:18]([C:21]2[CH:26]=[C:25]([Cl:27])[CH:24]=[CH:23][C:22]=2[O:28][CH3:29])(=[O:20])=[O:19])[CH:15]=[CH:16]C)[CH:5]=1. The catalyst is C1(C)C=CC=CC=1. The product is [CH3:1][O:2][C:3]([C:4]1[CH:9]=[CH:8][C:7]2[O:10][CH:16]=[CH:15][N:14]([S:18]([C:21]3[CH:26]=[C:25]([Cl:27])[CH:24]=[CH:23][C:22]=3[O:28][CH3:29])(=[O:20])=[O:19])[C:6]=2[CH:5]=1)=[O:30]. The yield is 0.500. (3) The reactants are [C:1]1([NH2:11])[C:10]2[CH2:9][CH2:8][CH2:7][CH2:6][C:5]=2[CH:4]=[CH:3][CH:2]=1.N1C2C(=CC=C3CCCC3=2)[C:14](=[O:24])[C:13]1=[O:25]. No catalyst specified. The product is [CH:7]1[CH:6]=[C:5]2[CH:4]=[CH:3][C:2]3[C:13](=[O:25])[C:14](=[O:24])[NH:11][C:1]=3[C:10]2=[CH:9][CH:8]=1. The yield is 0.540. (4) The product is [CH3:29][N:26]1[CH2:27][CH2:28][N:23]([C:21]([C:16]2[CH:15]=[C:14]3[C:19]([C:20]4[C:8]([N:4]5[CH2:5][CH2:6][CH2:7][C@@H:2]([NH:1][C:39]([NH:38][C:34]6[S:33][CH:37]=[CH:36][N:35]=6)=[O:40])[CH2:3]5)=[CH:9][CH:10]=[C:11]([C:30]([NH2:32])=[O:31])[C:12]=4[NH:13]3)=[CH:18][CH:17]=2)=[O:22])[CH2:24][CH2:25]1. The yield is 0.430. The catalyst is C1COCC1. The reactants are [NH2:1][C@@H:2]1[CH2:7][CH2:6][CH2:5][N:4]([C:8]2[C:20]3[C:19]4[C:14](=[CH:15][C:16]([C:21]([N:23]5[CH2:28][CH2:27][N:26]([CH3:29])[CH2:25][CH2:24]5)=[O:22])=[CH:17][CH:18]=4)[NH:13][C:12]=3[C:11]([C:30]([NH2:32])=[O:31])=[CH:10][CH:9]=2)[CH2:3]1.[S:33]1[CH:37]=[CH:36][N:35]=[C:34]1[NH:38][C:39](=O)[O:40]C1C=CC=CC=1.